This data is from Forward reaction prediction with 1.9M reactions from USPTO patents (1976-2016). The task is: Predict the product of the given reaction. (1) Given the reactants [NH2:1][C:2]1[CH:7]=[CH:6][N:5]=[CH:4][N:3]=1.[H-].[Na+].[N+](C1C=CC([O:19][C:20]([N:22]2[CH2:25][CH:24]([O:26][C:27]3[CH:32]=[CH:31][C:30]([I:33])=[CH:29][N:28]=3)[CH2:23]2)=O)=CC=1)([O-])=O.[Cl-].[NH4+], predict the reaction product. The product is: [N:5]1[CH:6]=[CH:7][C:2]([NH:1][C:20]([N:22]2[CH2:23][CH:24]([O:26][C:27]3[CH:32]=[CH:31][C:30]([I:33])=[CH:29][N:28]=3)[CH2:25]2)=[O:19])=[N:3][CH:4]=1. (2) Given the reactants [CH2:1]([C:5]1[O:6][C:7]2[CH:23]=[CH:22][CH:21]=[CH:20][C:8]=2[C:9]=1/[CH:10]=[CH:11]\[C:12]1[CH:17]=[CH:16][C:15]([O:18][CH3:19])=[CH:14][CH:13]=1)[CH2:2][CH2:3][CH3:4], predict the reaction product. The product is: [CH2:1]([C:5]1[O:6][C:7]2[CH:23]=[CH:22][CH:21]=[CH:20][C:8]=2[C:9]=1[CH2:10][CH2:11][C:12]1[CH:13]=[CH:14][C:15]([O:18][CH3:19])=[CH:16][CH:17]=1)[CH2:2][CH2:3][CH3:4]. (3) The product is: [CH3:19][O:18][C:17]1[C:2]([C:27]2[CH:26]=[CH:25][CH:24]=[C:23]([N+:20]([O-:22])=[O:21])[CH:28]=2)=[CH:3][C:4]([CH2:5][N:6]2[C:10]3[CH:11]=[CH:12][CH:13]=[CH:14][C:9]=3[N:8]=[N:7]2)=[CH:15][CH:16]=1. Given the reactants Br[C:2]1[CH:3]=[C:4]([CH:15]=[CH:16][C:17]=1[O:18][CH3:19])[CH2:5][N:6]1[C:10]2[CH:11]=[CH:12][CH:13]=[CH:14][C:9]=2[N:8]=[N:7]1.[N+:20]([C:23]1[CH:24]=[C:25](B(O)O)[CH:26]=[CH:27][CH:28]=1)([O-:22])=[O:21].C1(P(C2C=CC=CC=2)C2C=CC=CC=2)C=CC=CC=1.C(=O)([O-])[O-].[Na+].[Na+], predict the reaction product. (4) The product is: [C:1]([N:5]1[C:9]([C:10]2[CH:15]=[CH:14][C:13]([N:16]3[CH2:21][CH2:20][CH2:19][CH2:18][CH2:17]3)=[CH:12][CH:11]=2)=[CH:8][C:7]([CH2:22][Br:44])=[N:6]1)([CH3:4])([CH3:3])[CH3:2]. Given the reactants [C:1]([N:5]1[C:9]([C:10]2[CH:15]=[CH:14][C:13]([N:16]3[CH2:21][CH2:20][CH2:19][CH2:18][CH2:17]3)=[CH:12][CH:11]=2)=[CH:8][C:7]([CH2:22]O)=[N:6]1)([CH3:4])([CH3:3])[CH3:2].C1C=CC(P(C2C=CC=CC=2)C2C=CC=CC=2)=CC=1.C(Br)(Br)(Br)[Br:44], predict the reaction product. (5) The product is: [C:1]([NH:4][C:5]1[C:13]([Cl:14])=[CH:12][C:8]([C:9]([NH:22][C:21]2[CH:23]=[C:24]([C:26]([F:27])([F:28])[F:29])[CH:25]=[C:19]([C:18]([F:17])([F:30])[F:31])[CH:20]=2)=[O:11])=[C:7]([O:15][CH3:16])[CH:6]=1)(=[O:3])[CH3:2]. Given the reactants [C:1]([NH:4][C:5]1[C:13]([Cl:14])=[CH:12][C:8]([C:9]([OH:11])=O)=[C:7]([O:15][CH3:16])[CH:6]=1)(=[O:3])[CH3:2].[F:17][C:18]([F:31])([F:30])[C:19]1[CH:20]=[C:21]([CH:23]=[C:24]([C:26]([F:29])([F:28])[F:27])[CH:25]=1)[NH2:22], predict the reaction product. (6) Given the reactants [NH2:1][C:2]1[CH:3]=[C:4]([OH:8])[CH:5]=[CH:6][CH:7]=1.[C:9](Cl)(=[O:11])[CH3:10], predict the reaction product. The product is: [OH:8][C:4]1[CH:3]=[C:2]([NH:1][C:9](=[O:11])[CH3:10])[CH:7]=[CH:6][CH:5]=1. (7) Given the reactants [N:1]1[CH:6]=[CH:5][C:4]([CH2:7][CH2:8][NH:9][C:10]([C:12]2[S:16][C:15]([C:17]([O:19]C)=O)=[CH:14][CH:13]=2)=[O:11])=[CH:3][CH:2]=1.CO.O.[NH2:24][NH2:25], predict the reaction product. The product is: [N:1]1[CH:6]=[CH:5][C:4]([CH2:7][CH2:8][NH:9][C:10]([C:12]2[S:16][C:15]([C:17]([NH:24][NH2:25])=[O:19])=[CH:14][CH:13]=2)=[O:11])=[CH:3][CH:2]=1.